From a dataset of Reaction yield outcomes from USPTO patents with 853,638 reactions. Predict the reaction yield, written as a fraction of the theoretical maximum amount of product (1.0 means a 100% yield; for example, 0.34 means a 34% yield). (1) The reactants are [NH2:1][C:2]1[CH:3]=[C:4]([C:10]2[C:11]([CH3:28])=[C:12]([NH:16][C:17]([C:19]3[S:23][C:22]4[CH2:24][CH2:25][CH2:26][CH2:27][C:21]=4[CH:20]=3)=[O:18])[CH:13]=[CH:14][CH:15]=2)[CH:5]=[N:6][C:7]=1[O:8][CH3:9].Cl[C:30]1[N:35]=[CH:34][C:33]([N:36]2[CH2:41][CH2:40][N:39]([CH3:42])[CH2:38][CH2:37]2)=[CH:32][CH:31]=1.CC1(C)C2C=CC=C(P(C3C=CC=CC=3)C3C=CC=CC=3)C=2OC2C1=CC=CC=2P(C1C=CC=CC=1)C1C=CC=CC=1.C([O-])([O-])=O.[Cs+].[Cs+]. The catalyst is O1CCOCC1.C1C=CC(/C=C/C(/C=C/C2C=CC=CC=2)=O)=CC=1.C1C=CC(/C=C/C(/C=C/C2C=CC=CC=2)=O)=CC=1.C1C=CC(/C=C/C(/C=C/C2C=CC=CC=2)=O)=CC=1.[Pd].[Pd]. The product is [CH3:9][O:8][C:7]1[N:6]=[CH:5][C:4]([C:10]2[C:11]([CH3:28])=[C:12]([NH:16][C:17]([C:19]3[S:23][C:22]4[CH2:24][CH2:25][CH2:26][CH2:27][C:21]=4[CH:20]=3)=[O:18])[CH:13]=[CH:14][CH:15]=2)=[CH:3][C:2]=1[NH:1][C:30]1[CH:31]=[CH:32][C:33]([N:36]2[CH2:41][CH2:40][N:39]([CH3:42])[CH2:38][CH2:37]2)=[CH:34][N:35]=1. The yield is 0.500. (2) The reactants are Cl[C:2]1[CH:7]=[C:6]([CH3:8])[N:5]=[CH:4][N:3]=1.[C:9]1(B(O)O)[CH:14]=[CH:13][CH:12]=[CH:11][CH:10]=1.C(=O)([O-])[O-].[Na+].[Na+]. The catalyst is C1C=CC(P(C2C=CC=CC=2)C2C=CC=CC=2)=CC=1.C1C=CC(P(C2C=CC=CC=2)C2C=CC=CC=2)=CC=1.Cl[Pd]Cl.ClCCl.O.C(#N)C. The product is [CH3:8][C:6]1[CH:7]=[C:2]([C:9]2[CH:14]=[CH:13][CH:12]=[CH:11][CH:10]=2)[N:3]=[CH:4][N:5]=1. The yield is 0.460. (3) The reactants are Br[C:2]1[CH:3]=[CH:4][C:5]2[C:14]3[CH2:13][CH2:12][N:11]([C:15]([O:17][C:18]([CH3:21])([CH3:20])[CH3:19])=[O:16])[CH2:10][CH2:9][C:8]=3[N:7]([CH3:22])[C:6]=2[N:23]=1.[F:24][C:25]([F:40])([F:39])[C:26]1[N:31]=[N:30][C:29]([C:32]2[CH:37]=[CH:36][NH:35][C:34](=[O:38])[CH:33]=2)=[CH:28][CH:27]=1.C([O-])([O-])=O.[Cs+].[Cs+].OC1C=CC=C2C=1N=CC=C2. The catalyst is CS(C)=O.[Cu](I)I. The product is [CH3:22][N:7]1[C:8]2[CH2:9][CH2:10][N:11]([C:15]([O:17][C:18]([CH3:21])([CH3:20])[CH3:19])=[O:16])[CH2:12][CH2:13][C:14]=2[C:5]2[CH:4]=[CH:3][C:2]([N:35]3[CH:36]=[CH:37][C:32]([C:29]4[N:30]=[N:31][C:26]([C:25]([F:39])([F:24])[F:40])=[CH:27][CH:28]=4)=[CH:33][C:34]3=[O:38])=[N:23][C:6]1=2. The yield is 0.240. (4) The reactants are [CH2:1]([C:10]1[CH:30]=[CH:29][C:13]([CH2:14][N:15]2[CH2:19][CH2:18][C:17]([P:21](=[O:28])([O:25]CC)[O:22]CC)([OH:20])[CH2:16]2)=[CH:12][CH:11]=1)[CH2:2][CH2:3][CH2:4][CH2:5][CH2:6][CH2:7][CH2:8][CH3:9].I[Si](C)(C)C. The catalyst is C(Cl)(Cl)Cl. The product is [CH2:1]([C:10]1[CH:30]=[CH:29][C:13]([CH2:14][N:15]2[CH2:19][CH2:18][C:17]([P:21](=[O:22])([OH:25])[OH:28])([OH:20])[CH2:16]2)=[CH:12][CH:11]=1)[CH2:2][CH2:3][CH2:4][CH2:5][CH2:6][CH2:7][CH2:8][CH3:9]. The yield is 0.160. (5) The reactants are C(Cl)(=O)C(Cl)=O.CS(C)=O.[C:11]([O:15][C:16]([N:18]1[C@@H:27]([C:28](O)=[O:29])[CH2:26][C:25]2[C:20](=[CH:21][CH:22]=[CH:23][CH:24]=2)[CH2:19]1)=[O:17])([CH3:14])([CH3:13])[CH3:12].C(N(CC)CC)C.C(=O)([O-])[O-].[Na+].[Na+]. The catalyst is ClCCl. The product is [CH:28]([C@H:27]1[CH2:26][C:25]2[C:20](=[CH:21][CH:22]=[CH:23][CH:24]=2)[CH2:19][N:18]1[C:16]([O:15][C:11]([CH3:14])([CH3:13])[CH3:12])=[O:17])=[O:29]. The yield is 0.900. (6) The product is [Br:1][C:2]1[CH:3]=[C:4]([CH2:8][C:9]([O:11][CH3:17])=[O:10])[CH:5]=[CH:6][CH:7]=1. The yield is 0.950. The reactants are [Br:1][C:2]1[CH:3]=[C:4]([CH2:8][C:9]([OH:11])=[O:10])[CH:5]=[CH:6][CH:7]=1.S(=O)(=O)(O)O.[CH3:17]O. No catalyst specified.